This data is from Peptide-MHC class II binding affinity with 134,281 pairs from IEDB. The task is: Regression. Given a peptide amino acid sequence and an MHC pseudo amino acid sequence, predict their binding affinity value. This is MHC class II binding data. (1) The peptide sequence is DLPTHENHGLKTRQE. The binding affinity (normalized) is 0. The MHC is HLA-DQA10201-DQB10303 with pseudo-sequence HLA-DQA10201-DQB10303. (2) The peptide sequence is YQPAAMRRLSLILLA. The MHC is DRB1_1201 with pseudo-sequence DRB1_1201. The binding affinity (normalized) is 0.531. (3) The peptide sequence is KSMKVTVAFNQFGPN. The MHC is DRB3_0202 with pseudo-sequence DRB3_0202. The binding affinity (normalized) is 0.465.